This data is from Reaction yield outcomes from USPTO patents with 853,638 reactions. The task is: Predict the reaction yield, written as a fraction of the theoretical maximum amount of product (1.0 means a 100% yield; for example, 0.34 means a 34% yield). The reactants are [H-].[K+].[Cl:3][C:4]1[C:5]([Cl:25])=[CH:6][C:7]2[C:8]3[CH2:17][CH2:16][N:15]([C:18]([O:20][C:21]([CH3:24])([CH3:23])[CH3:22])=[O:19])[CH2:14][CH2:13][C:9]=3[NH:10][C:11]=2[CH:12]=1.Br[CH2:27][CH2:28][CH2:29][C:30]1[CH:35]=[CH:34][CH:33]=[CH:32][CH:31]=1. The product is [Cl:3][C:4]1[C:5]([Cl:25])=[CH:6][C:7]2[C:8]3[CH2:17][CH2:16][N:15]([C:18]([O:20][C:21]([CH3:22])([CH3:24])[CH3:23])=[O:19])[CH2:14][CH2:13][C:9]=3[N:10]([CH2:27][CH2:28][CH2:29][C:30]3[CH:35]=[CH:34][CH:33]=[CH:32][CH:31]=3)[C:11]=2[CH:12]=1. The catalyst is CN(C=O)C. The yield is 0.780.